This data is from Experimentally validated miRNA-target interactions with 360,000+ pairs, plus equal number of negative samples. The task is: Binary Classification. Given a miRNA mature sequence and a target amino acid sequence, predict their likelihood of interaction. (1) The miRNA is hsa-miR-6797-3p with sequence UGCAUGACCCUUCCCUCCCCAC. The protein sequence of the target gene is MQTRLPRALAALGVALLLSSIEAEVDPPSDLNFKIIDENTVHMSWERPVDPIVGYRITVDPTTDGPTKEFTLAASTTETLLSDLIPETQYVVTITSYNEVEESVPVIGQLTIQTGGPTKPGEKKPGKTEIQKCSVSAWTDLVFLVDGSWSVGRNNFKYILDFIVALVSAFDIGEEKTRVGVVQYSSDTRTEFNLNQYYRREDLLAAVKKIPYKGGNTMTGDAIDYLVKNTFTESAGSRAGFPKVAIIITDGKSQDEVEIPARELRNIGVEVFSLGIKAADAKELKQIASTPSLNHVFNVA.... Result: 0 (no interaction). (2) The miRNA is hsa-miR-3200-3p with sequence CACCUUGCGCUACUCAGGUCUG. The protein sequence of the target gene is MRLLPLLRTVLWAAFLGSPLRGGSSLRHVVYWNSSNPRLLRGDAVVELGLNDYLDIVCPHYEGPGPPEGPETFALYMVDWPGYESCQAEGPRAYKRWVCSLPFGHVQFSEKIQRFTPFSLGFEFLPGETYYYISVPTPESSGQCLRLQVSVCCKERKSESAHPVGSPGESGTSGWRGGDTPSPLCLLLLLLLLILRLLRIL. Result: 0 (no interaction). (3) The miRNA is hsa-miR-7974 with sequence AGGCUGUGAUGCUCUCCUGAGCCC. The protein sequence of the target gene is MPNPKNSKGGRKNKRANSSGDEQENGAGALAAAGAAGAAAGGALAAAAGCGAAAAGAPGAGGAAGAGGAGTGAANAAAAAGAAAAGDAKNEAPCATPLICSFGRPVDLEKDDYQKVVCNNEHCPCSTWMHLQCFYEWESSILVQFNCIGRARSWNEKQCRQNMWTKKGYDLAFRFCSCRCGQGHLKKDTDWYQVKRMQDEKKKKSGSEKNTGRPPGEAAEEAKKCRPPNKPQKGPSHDLPRRHSMDRQNSQEKAVGAAAYGARSPGGSPGQSPPTGYSILSPAHFSGPRSSRYLGEFLKN.... Result: 0 (no interaction). (4) The miRNA is hsa-miR-191-3p with sequence GCUGCGCUUGGAUUUCGUCCCC. The protein sequence of the target gene is MSQMLHIEIPNFGNTVLGCLNEQRLLGLYCDVSIVVKGQAFKAHRAVLAASSLYFRDLFSGNSKSAFELPGTVPPACFQQILSFCYTGKLTMAASEQLVVMYTAGFLQIQHIVERGTDLMFKVSSPHCDSQTAMIEDASSEPQSPCNQLQPATAAYVTSPSVPIPLLTRVKHEAMEMPPASGPGLASKRPLETGPRDGVAVATGAAGTPGTAPLKLPRVSYYGVPSLATLIPSIQQVPYPPGERTSPGASSLPTTDSPTSYHNEEDEEDDEAYDTMVEEQYGQMYIKATGNYAVQEKPEP.... Result: 0 (no interaction). (5) The miRNA is dre-miR-200a-3p with sequence UAACACUGUCUGGUAACGAUGU. The protein sequence of the target gene is MAAAVAAAAAMRSRILQVSSKVNATWYPASSFSSSSVPTVKLFIDGKFVESKSDKWIDIHNPATNEVVGRVPQSTKAEMDAAVESCKRAFPAWADTSILSRQQVLLRYQQLIKENLKEIARLITLEQGKTLADAEGDVFRGLQVVEHACSVTSLMLGETMPSITKDMDLYSYRLPLGVCAGIAPFNFPAMIPLWMFPMAMVCGNTFLMKPSERVPGATMLLAKLLQDSGAPDGTLNIIHGQHDAVNFICDHPDIKAISFVGSNQAGEYIFERGSRNGKRVQANMGAKNHGVVMPDANKEN.... Result: 0 (no interaction). (6) The miRNA is hsa-miR-7151-3p with sequence CUACAGGCUGGAAUGGGCUCA. The protein sequence of the target gene is MPGPRVWGKYLWRSPHSKGCPGAMWWLLLWGVLQACPTRGSVLLAQELPQQLTSPGYPEPYGKGQESSTDIKAPEGFAVRLVFQDFDLEPSQDCAGDSVTISFVGSDPSQFCGQQGSPLGRPPGQREFVSSGRSLRLTFRTQPSSENKTAHLHKGFLALYQTVAVNYSQPISEASRGSEAINAPGDNPAKVQNHCQEPYYQAAAAGALTCATPGTWKDRQDGEEVLQCMPVCGRPVTPIAQNQTTLGSSRAKLGNFPWQAFTSIHGRGGGALLGDRWILTAAHTIYPKDSVSLRKNQSVN.... Result: 1 (interaction). (7) The miRNA is hsa-miR-587 with sequence UUUCCAUAGGUGAUGAGUCAC. The protein sequence of the target gene is MATIEEIAHQIIDQQMGEIVTEQQTGQKIQIVTALDHSTQGKQFILANHEGSTPGKVFLTTPDAAGVNQLFFTSPDLSAPHLQLLTEKSPDQGPNKVFDLCVVCGDKASGRHYGAITCEGCKGFFKRSIRKNLVYSCRGSKDCVINKHHRNRCQYCRLQRCIAFGMKQDSVQCERKPIEVSREKSSNCAASTEKIYIRKDLRSPLAATPTFVTDSETARSAGLLDSGMFVNIHPSGIKTEPAMLMAPDKAESCQGDLSTLASVVTSLANLGKAKDLSHCGGDMPVVQSLRNGDTSFGAFH.... Result: 0 (no interaction). (8) The miRNA is hsa-miR-6855-5p with sequence UUGGGGUUUGGGGUGCAGACAUUGC. The protein sequence of the target gene is MDKVGKMWNNFKYRCQNLFGHEGGSRSENVDMNSNRCLSVKEKNISIGDSTPQQQSSPLRENIALQLGLSPSKNSSRRNQNCATEIPQIVEISIEKDNDSCVTPGTRLARRDSYSRHAPWGGKKKHSCSTKTQSSLDADKKFGRTRSGLQRRERRYGVSSVHDMDSVSSRTVGSRSLRQRLQDTVGLCFPMRTYSKQSKPLFSNKRKIHLSELMLEKCPFPAGSDLAQKWHLIKQHTAPVSPHSTFFDTFDPSLVSTEDEEDRLRERRRLSIEEGVDPPPNAQIHTFEATAQVNPLYKLG.... Result: 1 (interaction).